This data is from Forward reaction prediction with 1.9M reactions from USPTO patents (1976-2016). The task is: Predict the product of the given reaction. (1) Given the reactants [C:1]([O:5][C:6]([N:8]1[CH2:13][CH2:12][CH:11]([C:14]([OH:16])=O)[CH2:10][CH2:9]1)=[O:7])([CH3:4])([CH3:3])[CH3:2].N1(C(N2C=CN=C2)=O)C=CN=C1.[F:29][C:30]([CH3:36])([CH3:35])/[C:31](=[N:33]/[OH:34])/[NH2:32], predict the reaction product. The product is: [F:29][C:30]([CH3:36])([CH3:35])/[C:31](/[NH:32][C:14]([CH:11]1[CH2:10][CH2:9][N:8]([C:6]([O:5][C:1]([CH3:2])([CH3:3])[CH3:4])=[O:7])[CH2:13][CH2:12]1)=[O:16])=[N:33]/[OH:34]. (2) The product is: [F:1][C:2]1[CH:20]=[C:19]([I:21])[CH:18]=[CH:17][C:3]=1[NH:4][C:5]1[C:6]([C:12]([OH:14])=[O:13])=[CH:7][NH:8][C:9](=[O:11])[CH:10]=1. Given the reactants [F:1][C:2]1[CH:20]=[C:19]([I:21])[CH:18]=[CH:17][C:3]=1[NH:4][C:5]1[C:6]([C:12]([O:14]CC)=[O:13])=[CH:7][NH:8][C:9](=[O:11])[CH:10]=1.[OH-].[Na+], predict the reaction product. (3) Given the reactants [OH:1][C:2]1[CH:7]=[CH:6][C:5]([CH2:8][C:9]([O:11][CH3:12])=[O:10])=[CH:4][CH:3]=1.[H-].[Na+].Cl[C:16]1[CH:21]=[C:20]([N:22]([CH2:31][O:32][CH2:33][CH2:34][Si:35]([CH3:38])([CH3:37])[CH3:36])[CH2:23][O:24][CH2:25][CH2:26][Si:27]([CH3:30])([CH3:29])[CH3:28])[N:19]2[N:39]=[CH:40][CH:41]=[C:18]2[N:17]=1.[NH4+].[Cl-], predict the reaction product. The product is: [CH3:36][Si:35]([CH3:38])([CH3:37])[CH2:34][CH2:33][O:32][CH2:31][N:22]([CH2:23][O:24][CH2:25][CH2:26][Si:27]([CH3:30])([CH3:29])[CH3:28])[C:20]1[N:19]2[N:39]=[CH:40][CH:41]=[C:18]2[N:17]=[C:16]([O:1][C:2]2[CH:3]=[CH:4][C:5]([CH2:8][C:9]([O:11][CH3:12])=[O:10])=[CH:6][CH:7]=2)[CH:21]=1. (4) Given the reactants S(O)(O)(=O)=O.[CH3:6][S:7][C:8](=[NH:10])[NH2:9].CN(C)/[CH:13]=[C:14](/[C:19]([C@H:21]1[CH2:25][CH2:24][CH2:23][O:22]1)=O)\[C:15]([O:17][CH3:18])=[O:16].C([O-])(=O)C.[Na+].O, predict the reaction product. The product is: [CH3:6][S:7][C:8]1[N:9]=[C:19]([C@H:21]2[CH2:25][CH2:24][CH2:23][O:22]2)[C:14]([C:15]([O:17][CH3:18])=[O:16])=[CH:13][N:10]=1. (5) Given the reactants [Cl:1][C:2]1[C:3]([C:26]2[N:30]3[CH:31]=[CH:32][CH:33]=[CH:34][C:29]3=[N:28][CH:27]=2)=[N:4][C:5]([NH:8][C:9]2[CH:14]=[CH:13][C:12]([N:15]3[CH2:19][CH2:18][C@@H:17]([NH:20]C(=O)C)[CH2:16]3)=[CH:11][C:10]=2[O:24][CH3:25])=[N:6][CH:7]=1, predict the reaction product. The product is: [NH2:20][C@@H:17]1[CH2:18][CH2:19][N:15]([C:12]2[CH:13]=[CH:14][C:9]([NH:8][C:5]3[N:4]=[C:3]([C:26]4[N:30]5[CH:31]=[CH:32][CH:33]=[CH:34][C:29]5=[N:28][CH:27]=4)[C:2]([Cl:1])=[CH:7][N:6]=3)=[C:10]([O:24][CH3:25])[CH:11]=2)[CH2:16]1. (6) Given the reactants [CH2:1]([N:3]([CH2:26][CH3:27])[C:4](=[O:25])[CH2:5][C:6]1[C:7]([C:17]2[CH:22]=[CH:21][C:20]([O:23]C)=[CH:19][CH:18]=2)=[N:8][N:9]2[C:14]([CH3:15])=[CH:13][C:12]([CH3:16])=[N:11][C:10]=12)[CH3:2].Br.C([O-])(O)=O.[Na+], predict the reaction product. The product is: [CH2:26]([N:3]([CH2:1][CH3:2])[C:4](=[O:25])[CH2:5][C:6]1[C:7]([C:17]2[CH:18]=[CH:19][C:20]([OH:23])=[CH:21][CH:22]=2)=[N:8][N:9]2[C:14]([CH3:15])=[CH:13][C:12]([CH3:16])=[N:11][C:10]=12)[CH3:27].